This data is from Reaction yield outcomes from USPTO patents with 853,638 reactions. The task is: Predict the reaction yield, written as a fraction of the theoretical maximum amount of product (1.0 means a 100% yield; for example, 0.34 means a 34% yield). (1) The product is [CH:1]1([C:4]2[C:9]([CH2:10][OH:11])=[CH:8][N:7]=[C:6]([N:14]3[CH2:19][CH2:18][N:17]4[C:20]5[CH:26]=[C:25]([S:27]([CH3:30])(=[O:29])=[O:28])[C:24]([CH2:31][OH:32])=[CH:23][C:21]=5[N:22]=[C:16]4[C@H:15]3[CH:35]([CH3:37])[CH3:36])[N:5]=2)[CH2:2][CH2:3]1.[CH:1]1([C:4]2[C:9]([CH2:10][OH:11])=[CH:8][N:7]=[C:6]([N:14]3[CH2:19][CH2:18][N:17]4[C:20]5[CH:26]=[C:25]([S:27]([CH3:30])(=[O:29])=[O:28])[C:24]([CH2:31][OH:32])=[CH:23][C:21]=5[N:22]=[C:16]4[C@@H:15]3[CH:35]([CH3:37])[CH3:36])[N:5]=2)[CH2:2][CH2:3]1. The reactants are [CH:1]1([C:4]2[C:9]([C:10](OC)=[O:11])=[CH:8][N:7]=[C:6]([N:14]3[CH2:19][CH2:18][N:17]4[C:20]5[CH:26]=[C:25]([S:27]([CH3:30])(=[O:29])=[O:28])[C:24]([C:31](OC)=[O:32])=[CH:23][C:21]=5[N:22]=[C:16]4[C@H:15]3[CH:35]([CH3:37])[CH3:36])[N:5]=2)[CH2:3][CH2:2]1.CC(C[AlH]CC(C)C)C.[NH4+].[Cl-]. The yield is 0.245. The catalyst is C(Cl)Cl.C1(C)C=CC=CC=1. (2) The reactants are [CH3:1][O:2][C:3](=[O:43])[CH2:4][C:5]1[CH:10]=[CH:9][CH:8]=[CH:7][C:6]=1[C:11]#[C:12][C:13]1[C:18]([C:19]([F:22])([F:21])[F:20])=[CH:17][N:16]=[C:15]([NH:23][C:24]2[CH:29]=[CH:28][C:27]([CH:30]3[CH2:35][CH2:34][CH2:33][N:32]([C:36]([O:38][C:39]([CH3:42])([CH3:41])[CH3:40])=[O:37])[CH2:31]3)=[CH:26][CH:25]=2)[N:14]=1.C(O)C.[H][H]. The catalyst is CCOC(C)=O.[Pd]. The product is [CH3:1][O:2][C:3](=[O:43])[CH2:4][C:5]1[CH:10]=[CH:9][CH:8]=[CH:7][C:6]=1[CH2:11][CH2:12][C:13]1[C:18]([C:19]([F:21])([F:22])[F:20])=[CH:17][N:16]=[C:15]([NH:23][C:24]2[CH:29]=[CH:28][C:27]([CH:30]3[CH2:35][CH2:34][CH2:33][N:32]([C:36]([O:38][C:39]([CH3:41])([CH3:42])[CH3:40])=[O:37])[CH2:31]3)=[CH:26][CH:25]=2)[N:14]=1. The yield is 0.820. (3) The catalyst is [Pd].CO. The reactants are [C:1]([O:5][C:6]([NH:8][C@H:9]1[CH2:14][C@@H:13]([F:15])[CH2:12][N:11]([C:16](OCC2C=CC=CC=2)=O)[CH2:10]1)=[O:7])([CH3:4])([CH3:3])[CH3:2].CCN(C(C)C)C(C)C.ClC1[CH:41]=[CH:40][N:39]=[CH:38][C:37]=1[N+:42]([O-:44])=[O:43]. The product is [F:15][C@H:13]1[CH2:12][N:11]([C:16]2[CH:41]=[CH:40][N:39]=[CH:38][C:37]=2[N+:42]([O-:44])=[O:43])[CH2:10][C@@H:9]([NH:8][C:6](=[O:7])[O:5][C:1]([CH3:2])([CH3:3])[CH3:4])[CH2:14]1. The yield is 0.900. (4) The reactants are [Cl:1][C:2]1[CH:7]=[CH:6][C:5]([C:8]2[N:13]=[C:12]([C:14]#[N:15])[CH:11]=[C:10]([C:16]([F:19])([F:18])[F:17])[CH:9]=2)=[CH:4][CH:3]=1.Cl.[NH2:21][OH:22].C(=O)([O-])[O-].[Na+].[Na+]. The catalyst is CCO.O. The product is [Cl:1][C:2]1[CH:3]=[CH:4][C:5]([C:8]2[N:13]=[C:12]([C:14]([NH:21][OH:22])=[NH:15])[CH:11]=[C:10]([C:16]([F:19])([F:17])[F:18])[CH:9]=2)=[CH:6][CH:7]=1. The yield is 0.880. (5) The reactants are [CH3:1][O:2][C:3]1[CH:8]=[CH:7][C:6]([C@@H:9]([N:11]2[C:15](=[O:16])[CH:14]=[C:13]([C:17]3[CH:22]=[CH:21][CH:20]=[CH:19][CH:18]=3)[CH:12]2[C:23]([O:25][CH2:26][CH3:27])=[O:24])[CH3:10])=[CH:5][CH:4]=1. The catalyst is [Pd]. The product is [CH3:1][O:2][C:3]1[CH:4]=[CH:5][C:6]([C@@H:9]([N:11]2[C:15](=[O:16])[CH2:14][C@H:13]([C:17]3[CH:18]=[CH:19][CH:20]=[CH:21][CH:22]=3)[C@@H:12]2[C:23]([O:25][CH2:26][CH3:27])=[O:24])[CH3:10])=[CH:7][CH:8]=1. The yield is 1.00. (6) The reactants are [F:1][C:2]1[CH:3]=[C:4]([C:10]2[C:11]([C:17]3[CH:22]=[CH:21][C:20]([O:23][CH3:24])=[CH:19][CH:18]=3)=[CH:12][C:13](=[O:16])[NH:14][N:15]=2)[CH:5]=[CH:6][C:7]=1[O:8][CH3:9].Cl[CH2:26][CH:27]1[CH2:29][CH2:28]1. No catalyst specified. The product is [CH:27]1([CH2:26][N:14]2[C:13](=[O:16])[CH:12]=[C:11]([C:17]3[CH:18]=[CH:19][C:20]([O:23][CH3:24])=[CH:21][CH:22]=3)[C:10]([C:4]3[CH:5]=[CH:6][C:7]([O:8][CH3:9])=[C:2]([F:1])[CH:3]=3)=[N:15]2)[CH2:29][CH2:28]1. The yield is 0.930.